From a dataset of Forward reaction prediction with 1.9M reactions from USPTO patents (1976-2016). Predict the product of the given reaction. (1) Given the reactants [Br:1][C:2]1[CH:7]=[C:6]([Cl:8])[C:5]([S:9]([N:12]([CH2:14][C:15]2[O:19][CH:18]=[C:17]([C:20]([OH:22])=O)[CH:16]=2)[CH3:13])(=[O:11])=[O:10])=[C:4]([Cl:23])[CH:3]=1.CCN=C=NCCCN(C)C.C1C=CC2N(O)N=NC=2C=1.[NH:45]1[CH2:49][CH2:48][N:47]=[C:46]1[C:50]1[CH:55]=[CH:54][C:53]([CH2:56][CH2:57][NH:58][CH3:59])=[CH:52][CH:51]=1.Cl.CCN(C(C)C)C(C)C, predict the reaction product. The product is: [Br:1][C:2]1[CH:7]=[C:6]([Cl:8])[C:5]([S:9]([N:12]([CH2:14][C:15]2[O:19][CH:18]=[C:17]([C:20]([N:58]([CH2:57][CH2:56][C:53]3[CH:52]=[CH:51][C:50]([C:46]4[NH:47][CH2:48][CH2:49][N:45]=4)=[CH:55][CH:54]=3)[CH3:59])=[O:22])[CH:16]=2)[CH3:13])(=[O:11])=[O:10])=[C:4]([Cl:23])[CH:3]=1. (2) Given the reactants [C:1]1([N:7]([C:16]2[CH:21]=[CH:20][CH:19]=[CH:18][CH:17]=2)[C:8]2[CH:15]=[CH:14][C:11]([CH:12]=[O:13])=[CH:10][CH:9]=2)[CH:6]=[CH:5][CH:4]=[CH:3][CH:2]=1.[BH4-].[Na+], predict the reaction product. The product is: [C:1]1([N:7]([C:16]2[CH:21]=[CH:20][CH:19]=[CH:18][CH:17]=2)[C:8]2[CH:15]=[CH:14][C:11]([CH2:12][OH:13])=[CH:10][CH:9]=2)[CH:6]=[CH:5][CH:4]=[CH:3][CH:2]=1. (3) Given the reactants [CH2:1]1[C:14]2[C:13]3[CH:12]=[CH:11][C:10]([C:15]([O:17][CH2:18][CH3:19])=[O:16])=[CH:9][C:8]=3[NH:7][C:6]=2[C:5]([C:20]([O:22][CH2:23][CH3:24])=[O:21])=[CH:4][NH:3][CH2:2]1.[F:25][C:26]1[CH:34]=[CH:33][C:29]([C:30](Cl)=[O:31])=[CH:28][CH:27]=1, predict the reaction product. The product is: [F:25][C:26]1[CH:34]=[CH:33][C:29]([C:30]([N:3]2[CH2:2][CH2:1][C:14]3[C:13]4[CH:12]=[CH:11][C:10]([C:15]([O:17][CH2:18][CH3:19])=[O:16])=[CH:9][C:8]=4[NH:7][C:6]=3[C:5]([C:20]([O:22][CH2:23][CH3:24])=[O:21])=[CH:4]2)=[O:31])=[CH:28][CH:27]=1. (4) Given the reactants C(OC([N:8]1[CH2:14][CH2:13][C:12]2[CH:15]=[CH:16][C:17]([NH:19][C:20]3[N:43]=[C:23]4[C:24]([C:28]5[CH:33]=[C:32]([S:34]([CH3:37])(=[O:36])=[O:35])[CH:31]=[CH:30][C:29]=5[O:38][CH2:39][CH:40]([F:42])[F:41])=[CH:25][CH:26]=[CH:27][N:22]4[N:21]=3)=[CH:18][C:11]=2[CH2:10][CH2:9]1)=O)(C)(C)C.FC(F)(F)C(O)=O, predict the reaction product. The product is: [F:42][CH:40]([F:41])[CH2:39][O:38][C:29]1[CH:30]=[CH:31][C:32]([S:34]([CH3:37])(=[O:36])=[O:35])=[CH:33][C:28]=1[C:24]1[C:23]2[N:22]([N:21]=[C:20]([NH:19][C:17]3[CH:16]=[CH:15][C:12]4[CH2:13][CH2:14][NH:8][CH2:9][CH2:10][C:11]=4[CH:18]=3)[N:43]=2)[CH:27]=[CH:26][CH:25]=1. (5) Given the reactants [CH:1]1[CH2:6][CH2:5][CH:4]=[CH:3][CH:2]=1.[CH2:7]=[CH:8][CH3:9], predict the reaction product. The product is: [CH:6]1[CH2:5][CH2:4][CH:3]=[CH:2][CH:1]=1.[CH2:7]=[CH:8][CH3:9]. (6) Given the reactants N[C:2]1[C:10]([O:11]C)=[CH:9][CH:8]=[CH:7][C:3]=1C(O)=O.[CH3:13][Mg]Br.[N].[Cl-].[NH4+].[C:19]([N:26]1[CH:30]=[CH:29]N=C1)(N1C=CN=C1)=[O:20].C1C[O:34][CH2:33]C1, predict the reaction product. The product is: [CH3:33][O:34][C:29]1[C:30]2[NH:26][C:19](=[O:20])[O:11][C:10]([CH3:2])([CH3:13])[C:9]=2[CH:8]=[CH:7][CH:3]=1.